From a dataset of NCI-60 drug combinations with 297,098 pairs across 59 cell lines. Regression. Given two drug SMILES strings and cell line genomic features, predict the synergy score measuring deviation from expected non-interaction effect. (1) Drug 1: C1=CC(=CC=C1C#N)C(C2=CC=C(C=C2)C#N)N3C=NC=N3. Drug 2: C1CN1C2=NC(=NC(=N2)N3CC3)N4CC4. Cell line: SF-539. Synergy scores: CSS=55.4, Synergy_ZIP=-2.19, Synergy_Bliss=-2.20, Synergy_Loewe=-2.25, Synergy_HSA=0.730. (2) Drug 1: CC(CN1CC(=O)NC(=O)C1)N2CC(=O)NC(=O)C2. Drug 2: CCC1(CC2CC(C3=C(CCN(C2)C1)C4=CC=CC=C4N3)(C5=C(C=C6C(=C5)C78CCN9C7C(C=CC9)(C(C(C8N6C=O)(C(=O)OC)O)OC(=O)C)CC)OC)C(=O)OC)O.OS(=O)(=O)O. Cell line: NCI-H322M. Synergy scores: CSS=7.80, Synergy_ZIP=-1.26, Synergy_Bliss=1.88, Synergy_Loewe=2.56, Synergy_HSA=2.70. (3) Drug 1: CC1C(C(=O)NC(C(=O)N2CCCC2C(=O)N(CC(=O)N(C(C(=O)O1)C(C)C)C)C)C(C)C)NC(=O)C3=C4C(=C(C=C3)C)OC5=C(C(=O)C(=C(C5=N4)C(=O)NC6C(OC(=O)C(N(C(=O)CN(C(=O)C7CCCN7C(=O)C(NC6=O)C(C)C)C)C)C(C)C)C)N)C. Drug 2: CC1=C(N=C(N=C1N)C(CC(=O)N)NCC(C(=O)N)N)C(=O)NC(C(C2=CN=CN2)OC3C(C(C(C(O3)CO)O)O)OC4C(C(C(C(O4)CO)O)OC(=O)N)O)C(=O)NC(C)C(C(C)C(=O)NC(C(C)O)C(=O)NCCC5=NC(=CS5)C6=NC(=CS6)C(=O)NCCC[S+](C)C)O. Cell line: HCT116. Synergy scores: CSS=42.5, Synergy_ZIP=2.25, Synergy_Bliss=1.95, Synergy_Loewe=-6.28, Synergy_HSA=-0.937. (4) Drug 1: CC1=C2C(C(=O)C3(C(CC4C(C3C(C(C2(C)C)(CC1OC(=O)C(C(C5=CC=CC=C5)NC(=O)C6=CC=CC=C6)O)O)OC(=O)C7=CC=CC=C7)(CO4)OC(=O)C)O)C)OC(=O)C. Drug 2: C1CC(=O)NC(=O)C1N2C(=O)C3=CC=CC=C3C2=O. Cell line: BT-549. Synergy scores: CSS=48.3, Synergy_ZIP=-0.728, Synergy_Bliss=-0.550, Synergy_Loewe=-39.2, Synergy_HSA=-0.254. (5) Drug 1: CN(C)C1=NC(=NC(=N1)N(C)C)N(C)C. Drug 2: CNC(=O)C1=NC=CC(=C1)OC2=CC=C(C=C2)NC(=O)NC3=CC(=C(C=C3)Cl)C(F)(F)F. Cell line: UACC62. Synergy scores: CSS=20.1, Synergy_ZIP=-0.452, Synergy_Bliss=-1.44, Synergy_Loewe=-32.6, Synergy_HSA=-1.98. (6) Synergy scores: CSS=28.0, Synergy_ZIP=-4.41, Synergy_Bliss=-3.13, Synergy_Loewe=-4.20, Synergy_HSA=-2.15. Drug 1: CC1OCC2C(O1)C(C(C(O2)OC3C4COC(=O)C4C(C5=CC6=C(C=C35)OCO6)C7=CC(=C(C(=C7)OC)O)OC)O)O. Cell line: BT-549. Drug 2: CC(C)(C#N)C1=CC(=CC(=C1)CN2C=NC=N2)C(C)(C)C#N. (7) Cell line: MDA-MB-435. Drug 1: C1CC(=O)NC(=O)C1N2CC3=C(C2=O)C=CC=C3N. Drug 2: CC1OCC2C(O1)C(C(C(O2)OC3C4COC(=O)C4C(C5=CC6=C(C=C35)OCO6)C7=CC(=C(C(=C7)OC)O)OC)O)O. Synergy scores: CSS=9.63, Synergy_ZIP=3.85, Synergy_Bliss=1.59, Synergy_Loewe=0.0610, Synergy_HSA=-0.498. (8) Drug 1: C1CCC(C(C1)N)N.C(=O)(C(=O)[O-])[O-].[Pt+4]. Drug 2: C1C(C(OC1N2C=NC3=C2NC=NCC3O)CO)O. Cell line: LOX IMVI. Synergy scores: CSS=10.6, Synergy_ZIP=-7.89, Synergy_Bliss=-6.33, Synergy_Loewe=-12.0, Synergy_HSA=-5.46. (9) Drug 1: C1CCC(C1)C(CC#N)N2C=C(C=N2)C3=C4C=CNC4=NC=N3. Drug 2: C1=NC2=C(N=C(N=C2N1C3C(C(C(O3)CO)O)O)F)N. Cell line: 786-0. Synergy scores: CSS=2.15, Synergy_ZIP=-0.213, Synergy_Bliss=-1.46, Synergy_Loewe=-5.26, Synergy_HSA=-2.92. (10) Drug 1: CC1CCC2CC(C(=CC=CC=CC(CC(C(=O)C(C(C(=CC(C(=O)CC(OC(=O)C3CCCCN3C(=O)C(=O)C1(O2)O)C(C)CC4CCC(C(C4)OC)O)C)C)O)OC)C)C)C)OC. Drug 2: C1CN1C2=NC(=NC(=N2)N3CC3)N4CC4. Cell line: UO-31. Synergy scores: CSS=22.6, Synergy_ZIP=-9.21, Synergy_Bliss=-4.93, Synergy_Loewe=-2.19, Synergy_HSA=-1.80.